The task is: Regression. Given two drug SMILES strings and cell line genomic features, predict the synergy score measuring deviation from expected non-interaction effect.. This data is from NCI-60 drug combinations with 297,098 pairs across 59 cell lines. (1) Drug 1: C1CC(=O)NC(=O)C1N2CC3=C(C2=O)C=CC=C3N. Drug 2: CC1=C2C(C(=O)C3(C(CC4C(C3C(C(C2(C)C)(CC1OC(=O)C(C(C5=CC=CC=C5)NC(=O)OC(C)(C)C)O)O)OC(=O)C6=CC=CC=C6)(CO4)OC(=O)C)O)C)O. Cell line: NCI/ADR-RES. Synergy scores: CSS=5.87, Synergy_ZIP=-1.81, Synergy_Bliss=0.921, Synergy_Loewe=1.33, Synergy_HSA=-0.0932. (2) Drug 1: CN(C)C1=NC(=NC(=N1)N(C)C)N(C)C. Drug 2: CN1C2=C(C=C(C=C2)N(CCCl)CCCl)N=C1CCCC(=O)O.Cl. Cell line: HCT-15. Synergy scores: CSS=-8.32, Synergy_ZIP=1.84, Synergy_Bliss=-3.38, Synergy_Loewe=-7.65, Synergy_HSA=-7.53. (3) Drug 1: CN(C(=O)NC(C=O)C(C(C(CO)O)O)O)N=O. Drug 2: CCC1(C2=C(COC1=O)C(=O)N3CC4=CC5=C(C=CC(=C5CN(C)C)O)N=C4C3=C2)O.Cl. Cell line: RPMI-8226. Synergy scores: CSS=-4.16, Synergy_ZIP=-7.75, Synergy_Bliss=-19.4, Synergy_Loewe=-58.2, Synergy_HSA=-22.9. (4) Drug 1: CC1CCC2CC(C(=CC=CC=CC(CC(C(=O)C(C(C(=CC(C(=O)CC(OC(=O)C3CCCCN3C(=O)C(=O)C1(O2)O)C(C)CC4CCC(C(C4)OC)O)C)C)O)OC)C)C)C)OC. Drug 2: CC1C(C(CC(O1)OC2CC(CC3=C2C(=C4C(=C3O)C(=O)C5=CC=CC=C5C4=O)O)(C(=O)C)O)N)O. Cell line: NCI-H322M. Synergy scores: CSS=61.8, Synergy_ZIP=20.4, Synergy_Bliss=19.0, Synergy_Loewe=24.6, Synergy_HSA=20.5.